From a dataset of Forward reaction prediction with 1.9M reactions from USPTO patents (1976-2016). Predict the product of the given reaction. Given the reactants [CH2:1]([O:8][C:9]1[CH:10]=[C:11]2[C:15](=[CH:16][CH:17]=1)[NH:14][CH:13]=[C:12]2[CH:18]=[C:19]1[S:23][C:22](=[O:24])[NH:21][C:20]1=[O:25])[C:2]1[CH:7]=[CH:6][CH:5]=[CH:4][CH:3]=1.[H-].[Na+].[S:28]1[CH:32]=[CH:31][CH:30]=[C:29]1[S:33](Cl)(=[O:35])=[O:34], predict the reaction product. The product is: [CH2:1]([O:8][C:9]1[CH:10]=[C:11]2[C:15](=[CH:16][CH:17]=1)[N:14]([S:33]([C:29]1[S:28][CH:32]=[CH:31][CH:30]=1)(=[O:35])=[O:34])[CH:13]=[C:12]2[CH:18]=[C:19]1[S:23][C:22](=[O:24])[NH:21][C:20]1=[O:25])[C:2]1[CH:3]=[CH:4][CH:5]=[CH:6][CH:7]=1.